Predict the product of the given reaction. From a dataset of Forward reaction prediction with 1.9M reactions from USPTO patents (1976-2016). (1) The product is: [CH3:5][O:6][C:7](=[O:42])[C:8]1[CH:13]=[C:12]([C:14](=[O:30])[C:15]2[CH:20]=[CH:19][C:18]([N:21]([C:23]3[CH:24]=[CH:25][C:26]([Cl:29])=[CH:27][CH:28]=3)[CH3:22])=[CH:17][N:16]=2)[CH:11]=[CH:10][C:9]=1[C:31](=[O:41])[C:32]1[CH:37]=[CH:36][CH:35]=[C:34]([OH:44])[CH:33]=1. Given the reactants B(Br)(Br)Br.[CH3:5][O:6][C:7](=[O:42])[C:8]1[CH:13]=[C:12]([C:14](=[O:30])[C:15]2[CH:20]=[CH:19][C:18]([N:21]([C:23]3[CH:28]=[CH:27][C:26]([Cl:29])=[CH:25][CH:24]=3)[CH3:22])=[CH:17][N:16]=2)[CH:11]=[CH:10][C:9]=1[C:31](=[O:41])[C:32]1[CH:37]=[CH:36][CH:35]=[C:34](C(Cl)Cl)[CH:33]=1.C[OH:44], predict the reaction product. (2) Given the reactants [C:1]([N:4]1[C:13]2[C:12]3=[N:14][C:15]([CH3:17])=[CH:16][N:11]3[CH:10]=[CH:9][C:8]=2[C@@H:7]([O:18][CH2:19][CH2:20][O:21][CH3:22])[C@H:6]([O:23][C:24](=[O:29])[C:25]([CH3:28])([CH3:27])[CH3:26])[C@H:5]1[C:30]1[CH:35]=[CH:34][CH:33]=[CH:32][CH:31]=1)(=[O:3])[CH3:2].C1C(=O)N([Cl:43])C(=O)C1, predict the reaction product. The product is: [C:1]([N:4]1[C:13]2[C:12]3=[N:14][C:15]([CH3:17])=[C:16]([Cl:43])[N:11]3[CH:10]=[CH:9][C:8]=2[C@@H:7]([O:18][CH2:19][CH2:20][O:21][CH3:22])[C@H:6]([O:23][C:24](=[O:29])[C:25]([CH3:26])([CH3:27])[CH3:28])[C@H:5]1[C:30]1[CH:31]=[CH:32][CH:33]=[CH:34][CH:35]=1)(=[O:3])[CH3:2]. (3) Given the reactants [OH:1][C:2]1[CH:7]=[CH:6][C:5]([C:8]2[C:12]([CH3:13])=[C:11]([NH:14][C:15]([C@@H:17]3[CH2:19][C@H:18]3[CH3:20])=[O:16])[S:10][N:9]=2)=[CH:4][CH:3]=1.[C:21]([O-])([O-])=O.[K+].[K+].CI, predict the reaction product. The product is: [CH3:21][O:1][C:2]1[CH:7]=[CH:6][C:5]([C:8]2[C:12]([CH3:13])=[C:11]([NH:14][C:15]([C@@H:17]3[CH2:19][C@H:18]3[CH3:20])=[O:16])[S:10][N:9]=2)=[CH:4][CH:3]=1. (4) The product is: [N:18]1[CH:19]=[CH:20][C:15]([C:13]2[O:14][C:10]3[C:11](=[C:6]([C:2]([NH2:27])=[O:1])[CH:7]=[CH:8][CH:9]=3)[N:12]=2)=[CH:16][CH:17]=1. Given the reactants [O:1]=[C:2]([C:6]1[C:11]2[N:12]=[C:13]([C:15]3[CH:20]=[CH:19][N:18]=[CH:17][CH:16]=3)[O:14][C:10]=2[CH:9]=[CH:8][CH:7]=1)C(O)=O.C1C=CC2N(O)N=[N:27]C=2C=1.[NH4+].[Cl-].CCN(C(C)C)C(C)C.CCN=C=NCCCN(C)C.Cl, predict the reaction product. (5) Given the reactants [C:1]1([S:11]([NH2:14])(=[O:13])=[O:12])[C:2]([S:7]([NH2:10])(=[O:9])=[O:8])=[CH:3][CH:4]=[CH:5][CH:6]=1.[Br:15][C:16]1[C:24]([O:25][CH3:26])=[CH:23][C:19]([C:20](O)=[O:21])=[CH:18][C:17]=1[O:27][CH3:28].Cl.CN(C)CCCN=C=NCC.O, predict the reaction product. The product is: [Br:15][C:16]1[C:24]([O:25][CH3:26])=[CH:23][C:19]([C:20]([NH:10][S:7]([C:2]2[CH:3]=[CH:4][CH:5]=[CH:6][C:1]=2[S:11](=[O:13])(=[O:12])[NH2:14])(=[O:9])=[O:8])=[O:21])=[CH:18][C:17]=1[O:27][CH3:28].